Dataset: Forward reaction prediction with 1.9M reactions from USPTO patents (1976-2016). Task: Predict the product of the given reaction. (1) Given the reactants [N:1]1[CH:6]=[CH:5][C:4]([CH2:7][C:8]2[CH:14]=[CH:13][C:11]([NH2:12])=[CH:10][CH:9]=2)=[CH:3][CH:2]=1.C1N=CN([C:20]([N:22]2C=N[CH:24]=[CH:23]2)=[O:21])C=1.NC1C=CC=CC=1.NC1C=[C:39]([Cl:41])[C:38]([N+:42]([O-:44])=[O:43])=[CH:37][C:36]=1[OH:45], predict the reaction product. The product is: [Cl:41][C:39]1[C:38]([N+:42]([O-:44])=[O:43])=[CH:37][C:36]([OH:45])=[C:23]([NH:22][C:20]([NH:12][C:11]2[CH:10]=[CH:9][C:8]([CH2:7][C:4]3[CH:5]=[CH:6][N:1]=[CH:2][CH:3]=3)=[CH:14][CH:13]=2)=[O:21])[CH:24]=1. (2) Given the reactants [F:1][C:2]1[CH:7]=[CH:6][C:5]([C:8]#[C:9][N:10]2[C:18]3[CH:17]=[CH:16][C:15]([C:19](O)=[O:20])=[CH:14][C:13]=3[C:12]3[CH2:22][N:23]([CH3:26])[CH2:24][CH2:25][C:11]2=3)=[CH:4][CH:3]=1.C[CH2:28][N:29]=C=NCCCN(C)C.Cl.CN.C1COCC1, predict the reaction product. The product is: [F:1][C:2]1[CH:3]=[CH:4][C:5]([C:8]#[C:9][N:10]2[C:18]3[CH:17]=[CH:16][C:15]([C:19]([NH:29][CH3:28])=[O:20])=[CH:14][C:13]=3[C:12]3[CH2:22][N:23]([CH3:26])[CH2:24][CH2:25][C:11]2=3)=[CH:6][CH:7]=1. (3) Given the reactants [F:1][C:2]1[CH:7]=[CH:6][CH:5]=[C:4]([F:8])[C:3]=1[C:9]1[CH:10]=[C:11]2[C:15](=[CH:16][CH:17]=1)[NH:14][N:13]=[CH:12]2.[OH-].[K+].C1C(=O)N([Br:27])C(=O)C1.O, predict the reaction product. The product is: [Br:27][C:12]1[C:11]2[C:15](=[CH:16][CH:17]=[C:9]([C:3]3[C:4]([F:8])=[CH:5][CH:6]=[CH:7][C:2]=3[F:1])[CH:10]=2)[NH:14][N:13]=1. (4) The product is: [CH2:21]([S:20][C:10]1[NH:9][C:8]([C:6]2[CH:5]=[CH:4][N:3]=[C:2]([O:22][CH3:24])[CH:7]=2)=[C:12]([C:13]2[CH:18]=[CH:17][C:16]([F:19])=[CH:15][CH:14]=2)[N:11]=1)[C:13]1[CH:18]=[CH:17][CH:16]=[CH:15][CH:14]=1. Given the reactants Cl[C:2]1[CH:7]=[C:6]([C:8]2[NH:9][C:10]([S:20][CH3:21])=[N:11][C:12]=2[C:13]2[CH:18]=[CH:17][C:16]([F:19])=[CH:15][CH:14]=2)[CH:5]=[CH:4][N:3]=1.[O:22]([CH3:24])[Na], predict the reaction product. (5) Given the reactants [CH3:1][C:2]1([CH3:21])[C:14]2[CH:13]=[C:12]([C:15]3[CH:20]=[CH:19][CH:18]=[CH:17][CH:16]=3)[CH:11]=[CH:10][C:9]=2[C:8]2[C:3]1=[CH:4][CH:5]=[CH:6][CH:7]=2.[Br:22]Br.O, predict the reaction product. The product is: [Br:22][C:5]1[CH:6]=[CH:7][C:8]2[C:9]3[C:14](=[CH:13][C:12]([C:15]4[CH:20]=[CH:19][CH:18]=[CH:17][CH:16]=4)=[CH:11][CH:10]=3)[C:2]([CH3:21])([CH3:1])[C:3]=2[CH:4]=1. (6) Given the reactants Br[C:2]1[C:7](=[O:8])[N:6]2[CH:9]=[CH:10][CH:11]=[CH:12][C:5]2=[N:4][C:3]=1[CH2:13][CH2:14][CH2:15][CH3:16].[CH3:17][O:18][C:19]1[CH:24]=[CH:23][C:22](B(O)O)=[CH:21][CH:20]=1.C(=O)([O-])[O-].[Na+].[Na+], predict the reaction product. The product is: [CH2:13]([C:3]1[N:4]=[C:5]2[CH:12]=[CH:11][CH:10]=[CH:9][N:6]2[C:7](=[O:8])[C:2]=1[C:22]1[CH:23]=[CH:24][C:19]([O:18][CH3:17])=[CH:20][CH:21]=1)[CH2:14][CH2:15][CH3:16]. (7) Given the reactants [C:1]1([N:7]2[C:11]3[CH:12]=[CH:13][CH:14]=[CH:15][C:10]=3[N:9]=[C:8]2[CH2:16][N:17]2[C:21]3=[N:22][CH:23]=[N:24][C:25]([NH2:26])=[C:20]3[C:19]([C:27]3[C:35]4[C:30](=[CH:31][CH:32]=[CH:33][CH:34]=4)[N:29](S(C4C=CC(C)=CC=4)(=O)=O)[CH:28]=3)=[N:18]2)[CH:6]=[CH:5][CH:4]=[CH:3][CH:2]=1.[OH-].[Na+], predict the reaction product. The product is: [NH:29]1[C:30]2[C:35](=[CH:34][CH:33]=[CH:32][CH:31]=2)[C:27]([C:19]2[C:20]3[C:21](=[N:22][CH:23]=[N:24][C:25]=3[NH2:26])[N:17]([CH2:16][C:8]3[N:7]([C:1]4[CH:2]=[CH:3][CH:4]=[CH:5][CH:6]=4)[C:11]4[CH:12]=[CH:13][CH:14]=[CH:15][C:10]=4[N:9]=3)[N:18]=2)=[CH:28]1.